This data is from Forward reaction prediction with 1.9M reactions from USPTO patents (1976-2016). The task is: Predict the product of the given reaction. (1) Given the reactants [CH2:1]([N:3]1[C:7]2[C:8]([C:13]3[CH:18]=[CH:17][CH:16]=[CH:15][N:14]=3)=[C:9]([F:12])[CH:10]=[CH:11][C:6]=2[N:5]=[C:4]1[C@@H:19]([NH2:21])[CH3:20])[CH3:2].Cl[C:23]1[N:31]=[CH:30][N:29]=[C:28]2[C:24]=1[N:25]=[CH:26][N:27]2C1CCCCO1.CCN(C(C)C)C(C)C, predict the reaction product. The product is: [CH2:1]([N:3]1[C:7]2[C:8]([C:13]3[CH:18]=[CH:17][CH:16]=[CH:15][N:14]=3)=[C:9]([F:12])[CH:10]=[CH:11][C:6]=2[N:5]=[C:4]1[C@@H:19]([NH:21][C:23]1[N:31]=[CH:30][N:29]=[C:28]2[C:24]=1[N:25]=[CH:26][NH:27]2)[CH3:20])[CH3:2]. (2) Given the reactants [F-].C([N+](CCCC)(CCCC)CCCC)CCC.[Si]([O:26][CH2:27][CH2:28][CH2:29][O:30][C:31]1[CH:51]=[CH:50][C:34]([CH2:35][C:36]2[C:37]([NH:44][CH2:45][CH2:46][CH2:47][CH2:48][CH3:49])=[N:38][C:39]([NH2:43])=[N:40][C:41]=2[CH3:42])=[C:33]([O:52][CH3:53])[CH:32]=1)(C(C)(C)C)(C)C, predict the reaction product. The product is: [NH2:43][C:39]1[N:40]=[C:41]([CH3:42])[C:36]([CH2:35][C:34]2[CH:50]=[CH:51][C:31]([O:30][CH2:29][CH2:28][CH2:27][OH:26])=[CH:32][C:33]=2[O:52][CH3:53])=[C:37]([NH:44][CH2:45][CH2:46][CH2:47][CH2:48][CH3:49])[N:38]=1.